This data is from Full USPTO retrosynthesis dataset with 1.9M reactions from patents (1976-2016). The task is: Predict the reactants needed to synthesize the given product. (1) Given the product [Cl:21][C:18]1[CH:17]=[C:13]([CH:12]=[C:11]([NH:10][C:2]2[N:1]=[C:8]([Cl:9])[N:7]=[C:5]([Cl:6])[N:4]=2)[C:19]=1[CH3:20])[C:14]([NH2:16])=[O:15], predict the reactants needed to synthesize it. The reactants are: [N:1]1[C:8]([Cl:9])=[N:7][C:5]([Cl:6])=[N:4][C:2]=1Cl.[NH2:10][C:11]1[CH:12]=[C:13]([CH:17]=[C:18]([Cl:21])[C:19]=1[CH3:20])[C:14]([NH2:16])=[O:15]. (2) Given the product [CH2:1]([O:3][C:4]([C:6]1[CH:7]=[N:8][C:9]2[C:14]([C:15]=1[Cl:20])=[CH:13][C:12]([I:17])=[CH:11][CH:10]=2)=[O:5])[CH3:2], predict the reactants needed to synthesize it. The reactants are: [CH2:1]([O:3][C:4]([C:6]1[C:15](=O)[C:14]2[C:9](=[CH:10][CH:11]=[C:12]([I:17])[CH:13]=2)[NH:8][CH:7]=1)=[O:5])[CH3:2].P(Cl)(Cl)([Cl:20])=O. (3) Given the product [F:1][C:2]1[CH:3]=[C:4]([S:8]([C:11]2[CH:12]=[CH:13][C:14]3[O:28][C:18]4[CH:19]([CH2:47][CH2:48][NH:49][C:50](=[O:56])[CH3:59])[NH:20][CH2:21][CH2:22][C:17]=4[C:15]=3[CH:16]=2)(=[O:9])=[O:10])[CH:5]=[CH:6][CH:7]=1, predict the reactants needed to synthesize it. The reactants are: [F:1][C:2]1[CH:3]=[C:4]([S:8]([C:11]2[CH:12]=[CH:13][C:14]3[O:28][C:18]4[CH:19](CNC(=O)C)[NH:20][CH2:21][CH2:22][C:17]=4[C:15]=3[CH:16]=2)(=[O:10])=[O:9])[CH:5]=[CH:6][CH:7]=1.FC1C=C(S(C2C=CC3OC=C([CH2:47][CH2:48][NH:49][C:50](=[O:56])OC(C)(C)C)C=3C=2)(=O)=O)C=CC=1.O1CCO[CH:59]1NCC.C(N)(=O)C.O1CCOC1CCN.C(OC(=O)C)(=O)C. (4) Given the product [CH2:15]([S:22][C:2]1[CH:7]=[CH:6][CH:5]=[C:4]([CH3:8])[N:3]=1)[C:16]1[CH:21]=[CH:20][CH:19]=[CH:18][CH:17]=1, predict the reactants needed to synthesize it. The reactants are: Cl[C:2]1[CH:7]=[CH:6][CH:5]=[C:4]([CH3:8])[N:3]=1.C([O-])([O-])=O.[K+].[K+].[CH2:15]([SH:22])[C:16]1[CH:21]=[CH:20][CH:19]=[CH:18][CH:17]=1. (5) Given the product [Br:4][C:5]1[C:6]2[C:15]([CH:16]=[CH:17][CH:18]=1)=[CH:14][C:13]1[C:8](=[CH:9][CH:10]=[C:11]3[CH:23]=[CH:22][CH:21]=[CH:20][C:12]3=1)[CH:7]=2, predict the reactants needed to synthesize it. The reactants are: [PH2](O)=O.[Br:4][C:5]1[CH:18]=[CH:17][CH:16]=[C:15]2[C:6]=1[C:7](=O)[C:8]1[C:13]([C:14]2=O)=[C:12]2[CH:20]=[CH:21][CH:22]=[CH:23][C:11]2=[CH:10][CH:9]=1.I. (6) Given the product [F:1][C:2]1[CH:10]=[C:9]([C:11]2[CH:12]=[N:13][C:14]([O:17][CH2:18][CH:19]3[CH2:20][CH2:21][N:22]([CH2:25][C:26]([F:29])([CH3:28])[CH3:27])[CH2:23][CH2:24]3)=[CH:15][CH:16]=2)[CH:8]=[CH:7][C:3]=1[C:4]([N:30]1[CH2:35][CH2:34][CH2:33][C@@H:32]([OH:36])[CH2:31]1)=[O:5], predict the reactants needed to synthesize it. The reactants are: [F:1][C:2]1[CH:10]=[C:9]([C:11]2[CH:12]=[N:13][C:14]([O:17][CH2:18][CH:19]3[CH2:24][CH2:23][N:22]([CH2:25][C:26]([F:29])([CH3:28])[CH3:27])[CH2:21][CH2:20]3)=[CH:15][CH:16]=2)[CH:8]=[CH:7][C:3]=1[C:4](O)=[O:5].[NH:30]1[CH2:35][CH2:34][CH2:33][C@@H:32]([OH:36])[CH2:31]1.CCN(C(C)C)C(C)C.CCN=C=NCCCN(C)C.C1C=CC2N(O)N=NC=2C=1. (7) The reactants are: C[Si]([N-:5][Si](C)(C)C)(C)C.[Li+].[Cl:11][C:12]1[CH:19]=[CH:18][C:15]([CH:16]=O)=[CH:14][CH:13]=1.OC(C)(C)[C:22]#[N:23]. Given the product [NH2:5][CH:16]([C:15]1[CH:18]=[CH:19][C:12]([Cl:11])=[CH:13][CH:14]=1)[C:22]#[N:23], predict the reactants needed to synthesize it.